From a dataset of Full USPTO retrosynthesis dataset with 1.9M reactions from patents (1976-2016). Predict the reactants needed to synthesize the given product. (1) The reactants are: [F:1][C:2]1[CH:7]=[CH:6][C:5](B(O)O)=[CH:4][C:3]=1[C:11]1[CH:16]=[CH:15][C:14]([F:17])=[CH:13][N:12]=1.Br[C:19]1[N:23]2[N:24]=[CH:25][C:26]([C:28]([F:31])([F:30])[F:29])=[N:27][C:22]2=[N:21][CH:20]=1.C([O-])([O-])=O.[Na+].[Na+]. Given the product [F:1][C:2]1[CH:7]=[CH:6][C:5]([C:19]2[N:23]3[N:24]=[CH:25][C:26]([C:28]([F:29])([F:30])[F:31])=[N:27][C:22]3=[N:21][CH:20]=2)=[CH:4][C:3]=1[C:11]1[CH:16]=[CH:15][C:14]([F:17])=[CH:13][N:12]=1, predict the reactants needed to synthesize it. (2) Given the product [CH2:19]([C:18]1[N:3]2[CH:4]=[CH:5][C:6]([C:8]([O:10][CH3:11])=[O:9])=[CH:7][C:2]2=[N:1][C:21]=1[CH2:22][CH2:23][CH3:24])[CH3:20], predict the reactants needed to synthesize it. The reactants are: [NH2:1][C:2]1[CH:7]=[C:6]([C:8]([O:10][CH3:11])=[O:9])[CH:5]=[CH:4][N:3]=1.C(=O)([O-])O.[Na+].Br[CH:18]([C:21](=O)[CH2:22][CH2:23][CH3:24])[CH2:19][CH3:20]. (3) Given the product [F:20][C:21]([F:31])([F:32])[O:22][C:23]1[CH:30]=[CH:29][C:26]([C:27]2[O:28][CH:9]=[N:7][CH:8]=2)=[CH:25][CH:24]=1, predict the reactants needed to synthesize it. The reactants are: C([O-])([O-])=O.[K+].[K+].[N+:7]([CH2:9]S(C1C=CC(C)=CC=1)(=O)=O)#[C-:8].[F:20][C:21]([F:32])([F:31])[O:22][C:23]1[CH:30]=[CH:29][C:26]([CH:27]=[O:28])=[CH:25][CH:24]=1. (4) Given the product [CH2:1]([N:8]([CH2:9][C@H:10]1[CH2:19][C@@:18]23[CH2:20][CH2:21][C@:11]1([O:36][CH3:37])[C@@H:12]1[O:29][C:27]4=[C:28]5[C@@:13]12[CH2:14][CH2:15][N:16]([CH2:32][CH:33]1[CH2:35][CH2:34]1)[C@@H:17]3[CH2:22][C:23]5=[CH:24][CH:25]=[C:26]4[O:30][CH3:31])[S:46]([CH3:45])(=[O:48])=[O:47])[C:2]1[CH:3]=[CH:4][CH:5]=[CH:6][CH:7]=1, predict the reactants needed to synthesize it. The reactants are: [CH2:1]([NH:8][CH2:9][C@H:10]1[CH2:19][C@@:18]23[CH2:20][CH2:21][C@:11]1([O:36][CH3:37])[C@@H:12]1[O:29][C:27]4=[C:28]5[C@@:13]12[CH2:14][CH2:15][N:16]([CH2:32][CH:33]1[CH2:35][CH2:34]1)[C@@H:17]3[CH2:22][C:23]5=[CH:24][CH:25]=[C:26]4[O:30][CH3:31])[C:2]1[CH:7]=[CH:6][CH:5]=[CH:4][CH:3]=1.C(N(CC)CC)C.[CH3:45][S:46](Cl)(=[O:48])=[O:47]. (5) Given the product [Cl:29][C:26]1[CH:27]=[CH:28][C:23]([O:22][CH:16]([CH2:15][C:12]2[CH:11]=[CH:10][C:9]([OH:8])=[CH:14][CH:13]=2)[C:17]([O:19][CH2:20][CH3:21])=[O:18])=[CH:24][CH:25]=1, predict the reactants needed to synthesize it. The reactants are: C([O:8][C:9]1[CH:14]=[CH:13][C:12]([CH2:15][CH:16]([O:22][C:23]2[CH:28]=[CH:27][C:26]([Cl:29])=[CH:25][CH:24]=2)[C:17]([O:19][CH2:20][CH3:21])=[O:18])=[CH:11][CH:10]=1)C1C=CC=CC=1.Br.C(=O)([O-])[O-].[K+].[K+]. (6) Given the product [CH3:1][S:2]([C:5]1[CH:10]=[CH:9][C:8]([C:11]2[N:16]=[CH:15][C:14]([O:17][CH2:18][CH:19]3[CH2:24][CH2:23][N:22]([C:25]([O:27][CH2:28][CH2:31][F:35])=[O:26])[CH2:21][CH2:20]3)=[CH:13][CH:12]=2)=[CH:7][CH:6]=1)(=[O:4])=[O:3], predict the reactants needed to synthesize it. The reactants are: [CH3:1][S:2]([C:5]1[CH:10]=[CH:9][C:8]([C:11]2[N:16]=[CH:15][C:14]([O:17][CH2:18][CH:19]3[CH2:24][CH2:23][N:22]([C:25]([O:27][C:28]([CH3:31])(C)C)=[O:26])[CH2:21][CH2:20]3)=[CH:13][CH:12]=2)=[CH:7][CH:6]=1)(=[O:4])=[O:3].C(O)(C(F)(F)[F:35])=O.C(N(C(C)C)CC)(C)C.ClC(OCCF)=O.